Dataset: Catalyst prediction with 721,799 reactions and 888 catalyst types from USPTO. Task: Predict which catalyst facilitates the given reaction. Reactant: [OH:1][C:2]1[CH:7]=[CH:6][C:5]([N+:8]([O-:10])=[O:9])=[CH:4][C:3]=1[NH:11][CH:12]=[O:13].C(=O)([O-])[O-].[K+].[K+].[CH2:20](Br)[C:21]1[CH:26]=[CH:25][CH:24]=[CH:23][CH:22]=1. Product: [CH2:20]([O:1][C:2]1[CH:7]=[CH:6][C:5]([N+:8]([O-:10])=[O:9])=[CH:4][C:3]=1[NH:11][CH:12]=[O:13])[C:21]1[CH:26]=[CH:25][CH:24]=[CH:23][CH:22]=1. The catalyst class is: 18.